Dataset: Catalyst prediction with 721,799 reactions and 888 catalyst types from USPTO. Task: Predict which catalyst facilitates the given reaction. (1) Reactant: [CH2:1]1[CH2:6][CH2:5][CH:4]([NH:7][C:8]2[C:13]([NH2:14])=[CH:12][N:11]=[C:10]3[N:15]([S:18]([C:21]4[CH:27]=[CH:26][C:24]([CH3:25])=[CH:23][CH:22]=4)(=[O:20])=[O:19])[CH:16]=[CH:17][C:9]=23)[CH2:3][CH2:2]1.[C:28](O[C:28]([C:30]([F:33])([F:32])[F:31])=[O:29])([C:30]([F:33])([F:32])[F:31])=[O:29]. Product: [CH:4]1([NH:7][C:8]2[C:13]([NH:14][C:28](=[O:29])[C:30]([F:33])([F:32])[F:31])=[CH:12][N:11]=[C:10]3[N:15]([S:18]([C:21]4[CH:27]=[CH:26][C:24]([CH3:25])=[CH:23][CH:22]=4)(=[O:19])=[O:20])[CH:16]=[CH:17][C:9]=23)[CH2:5][CH2:6][CH2:1][CH2:2][CH2:3]1. The catalyst class is: 2. (2) The catalyst class is: 19. Reactant: C([N:8]1[CH2:13][CH2:12][CH:11]([CH2:14][N:15]2[CH2:20][CH2:19][N:18]([C:21]([CH3:24])([CH3:23])[CH3:22])[CH2:17][CH2:16]2)[CH2:10][CH2:9]1)C1C=CC=CC=1. Product: [C:21]([N:18]1[CH2:17][CH2:16][N:15]([CH2:14][CH:11]2[CH2:12][CH2:13][NH:8][CH2:9][CH2:10]2)[CH2:20][CH2:19]1)([CH3:24])([CH3:22])[CH3:23]. (3) Reactant: [CH2:1]([N:8]1[CH2:13][C@@H:12]([O:14]C(OCC)C)[CH2:11][C@H:10]([C:20]([O:22][CH3:23])=[O:21])[C@H:9]1[C:24]([O:26][CH2:27][C:28]1[CH:33]=[CH:32][CH:31]=[CH:30][CH:29]=1)=[O:25])[C:2]1[CH:7]=[CH:6][CH:5]=[CH:4][CH:3]=1.O.Cl.[OH-].[Na+]. Product: [CH2:1]([N:8]1[CH2:13][C@@H:12]([OH:14])[CH2:11][C@H:10]([C:20]([O:22][CH3:23])=[O:21])[C@H:9]1[C:24]([O:26][CH2:27][C:28]1[CH:29]=[CH:30][CH:31]=[CH:32][CH:33]=1)=[O:25])[C:2]1[CH:7]=[CH:6][CH:5]=[CH:4][CH:3]=1. The catalyst class is: 56. (4) Reactant: [H-].[Al+3].[Li+].[H-].[H-].[H-].C[O:8][C:9]([C@@H:11]1[CH2:16][CH2:15][CH2:14][CH2:13][N:12]1[CH2:17][C:18]1[CH:23]=[CH:22][CH:21]=[CH:20][CH:19]=1)=O. Product: [CH2:17]([N:12]1[CH2:13][CH2:14][CH2:15][CH2:16][C@H:11]1[CH2:9][OH:8])[C:18]1[CH:23]=[CH:22][CH:21]=[CH:20][CH:19]=1. The catalyst class is: 7. (5) The catalyst class is: 3. Product: [CH2:11]([O:18][NH:19][C:20]([C:22]1[C:27]([O:28][CH2:29][C:30]2[CH:35]=[CH:34][CH:33]=[CH:32][CH:31]=2)=[C:26]([CH2:36][OH:37])[C:25]([C:38]([NH:6][CH2:5][C:4]2[CH:7]=[CH:8][C:9]([Cl:10])=[C:2]([Cl:1])[CH:3]=2)=[O:39])=[CH:24][N:23]=1)=[O:21])[C:12]1[CH:17]=[CH:16][CH:15]=[CH:14][CH:13]=1. Reactant: [Cl:1][C:2]1[CH:3]=[C:4]([CH:7]=[CH:8][C:9]=1[Cl:10])[CH2:5][NH2:6].[CH2:11]([O:18][NH:19][C:20]([C:22]1[C:27]([O:28][CH2:29][C:30]2[CH:35]=[CH:34][CH:33]=[CH:32][CH:31]=2)=[C:26]([CH2:36][OH:37])[C:25]([C:38](NCC2C=CC(F)=CC=2)=[O:39])=[CH:24][N:23]=1)=[O:21])[C:12]1[CH:17]=[CH:16][CH:15]=[CH:14][CH:13]=1. (6) Reactant: C[O:2][C:3]([C@@H:5]1[CH2:8][CH2:7][N:6]1[C:9]([O:11][CH2:12][C:13]1[CH:18]=[CH:17][CH:16]=[CH:15][CH:14]=1)=[O:10])=O.[NH3:19]. Product: [CH2:12]([O:11][C:9]([N:6]1[CH2:7][CH2:8][C@H:5]1[C:3](=[O:2])[NH2:19])=[O:10])[C:13]1[CH:18]=[CH:17][CH:16]=[CH:15][CH:14]=1. The catalyst class is: 5. (7) Reactant: [C:1]([Si:5]([O:8][CH2:9][CH2:10][O:11][C:12]1[CH:17]=[C:16]([N+:18]([O-])=O)[C:15]([CH3:21])=[C:14]([F:22])[C:13]=1[F:23])([CH3:7])[CH3:6])([CH3:4])([CH3:3])[CH3:2]. Product: [C:1]([Si:5]([CH3:7])([CH3:6])[O:8][CH2:9][CH2:10][O:11][C:12]1[C:13]([F:23])=[C:14]([F:22])[C:15]([CH3:21])=[C:16]([NH2:18])[CH:17]=1)([CH3:4])([CH3:3])[CH3:2]. The catalyst class is: 50.